Task: Predict the reaction yield, written as a fraction of the theoretical maximum amount of product (1.0 means a 100% yield; for example, 0.34 means a 34% yield).. Dataset: Reaction yield outcomes from USPTO patents with 853,638 reactions (1) The reactants are [CH2:1]([CH:3]1[O:5][CH2:4]1)[Cl:2].[CH2:6]([NH2:13])[C:7]1[CH:12]=[CH:11][CH:10]=[CH:9][CH:8]=1. No catalyst specified. The product is [CH2:6]([NH:13][CH2:4][CH:3]([OH:5])[CH2:1][Cl:2])[C:7]1[CH:12]=[CH:11][CH:10]=[CH:9][CH:8]=1. The yield is 0.430. (2) The reactants are [F:1][C:2]1[CH:3]=[C:4]([C:16]2[CH:17]=[N:18][CH:19]=[C:20]([N+:23]([O-])=O)[C:21]=2[NH2:22])[CH:5]=[C:6]([CH2:8][N:9]2[CH2:14][CH2:13][N:12]([CH3:15])[CH2:11][CH2:10]2)[CH:7]=1. The catalyst is CO.[Pd]. The product is [F:1][C:2]1[CH:3]=[C:4]([C:16]2[C:21]([NH2:22])=[C:20]([NH2:23])[CH:19]=[N:18][CH:17]=2)[CH:5]=[C:6]([CH2:8][N:9]2[CH2:10][CH2:11][N:12]([CH3:15])[CH2:13][CH2:14]2)[CH:7]=1. The yield is 0.860.